This data is from Reaction yield outcomes from USPTO patents with 853,638 reactions. The task is: Predict the reaction yield, written as a fraction of the theoretical maximum amount of product (1.0 means a 100% yield; for example, 0.34 means a 34% yield). (1) The reactants are Cl[CH2:2][C:3]1[CH:32]=[CH:31][C:6]([C:7]([NH:9][C:10]2[CH:15]=[CH:14][C:13]([CH3:16])=[C:12]([C:17]3[CH:22]=[C:21]([N:23]4[CH2:28][CH2:27][O:26][CH2:25][CH2:24]4)[C:20](=[O:29])[N:19]([CH3:30])[CH:18]=3)[CH:11]=2)=[O:8])=[CH:5][C:4]=1[C:33]([F:36])([F:35])[F:34].[NH3:37]. The catalyst is CO. The product is [NH2:37][CH2:2][C:3]1[CH:32]=[CH:31][C:6]([C:7]([NH:9][C:10]2[CH:15]=[CH:14][C:13]([CH3:16])=[C:12]([C:17]3[CH:22]=[C:21]([N:23]4[CH2:28][CH2:27][O:26][CH2:25][CH2:24]4)[C:20](=[O:29])[N:19]([CH3:30])[CH:18]=3)[CH:11]=2)=[O:8])=[CH:5][C:4]=1[C:33]([F:36])([F:35])[F:34]. The yield is 0.470. (2) The reactants are [N:1]1[CH:6]=[CH:5][CH:4]=[CH:3][C:2]=1[C:7]([NH:9][C:10]1[C:11]([C:21]([OH:23])=O)=[N:12][N:13]([CH:15]2[CH2:20][CH2:19][CH2:18][CH2:17][O:16]2)[CH:14]=1)=[O:8].[OH:24][CH:25]([CH2:28][CH3:29])[CH2:26][NH2:27].CCN=C=NCCCN(C)C.C1C=CC2N(O)N=NC=2C=1.C(=O)([O-])O.[Na+]. The catalyst is CN(C=O)C. The product is [OH:24][CH:25]([CH2:28][CH3:29])[CH2:26][NH:27][C:21]([C:11]1[C:10]([NH:9][C:7]([C:2]2[CH:3]=[CH:4][CH:5]=[CH:6][N:1]=2)=[O:8])=[CH:14][N:13]([CH:15]2[CH2:20][CH2:19][CH2:18][CH2:17][O:16]2)[N:12]=1)=[O:23]. The yield is 0.980. (3) The reactants are C(O)(C(F)(F)F)=O.C(OC([N:15]1[CH2:20][CH2:19][N:18]([C:21]2[O:22][C:23]([C@@H:26]3[CH2:32][CH2:31][C@@H:30]4[CH2:33][N:27]3[C:28](=[O:39])[N:29]4[O:34][S:35]([OH:38])(=[O:37])=[O:36])=[N:24][N:25]=2)[CH2:17][CH2:16]1)=O)(C)(C)C.C([N+](CCCC)(CCCC)CCCC)CCC. The product is [S:35]([OH:38])([O:34][N:29]1[C:28](=[O:39])[N:27]2[CH2:33][C@H:30]1[CH2:31][CH2:32][C@H:26]2[C:23]1[O:22][C:21]([N:18]2[CH2:19][CH2:20][NH:15][CH2:16][CH2:17]2)=[N:25][N:24]=1)(=[O:36])=[O:37]. The catalyst is C(Cl)Cl.CCOCC. The yield is 0.350. (4) The reactants are I[N:2]1[C:8]([CH3:10])([CH3:9])[C:6](=[O:7])[N:5]([CH3:11])[C:3]1=[O:4].C=CC1C=CC=CC=1.O. The catalyst is CC(C)=O. The product is [CH3:11][N:5]1[C:6](=[O:7])[C:8]([CH3:10])([CH3:9])[NH:2][C:3]1=[O:4]. The yield is 0.750. (5) The reactants are [F:1][C:2]1[CH:7]=[C:6]([F:8])[CH:5]=[CH:4][C:3]=1[Mg]Br.[C:11]1(=O)[CH2:15][CH2:14][CH2:13][CH2:12]1.Cl. The catalyst is C1COCC1. The product is [C:11]1([C:3]2[CH:4]=[CH:5][C:6]([F:8])=[CH:7][C:2]=2[F:1])[CH2:15][CH2:14][CH2:13][CH:12]=1. The yield is 0.263. (6) The reactants are CC(C)=O.[NH2:5][C:6]1[CH:7]=[CH:8][C:9]([NH:12][CH2:13][CH2:14][OH:15])=[N:10][CH:11]=1.Cl[C:17]([O:19][C:20]1[CH:25]=[CH:24][CH:23]=[CH:22][CH:21]=1)=[O:18]. The catalyst is C(OCC)(=O)C. The yield is 0.190. The product is [OH:15][CH2:14][CH2:13][NH:12][C:9]1[N:10]=[CH:11][C:6]([NH:5][C:17](=[O:18])[O:19][C:20]2[CH:25]=[CH:24][CH:23]=[CH:22][CH:21]=2)=[CH:7][CH:8]=1. (7) The reactants are [N:1]1([CH2:6][CH:7]2[CH2:10][C:9]([C:12]3[CH:17]=[CH:16][C:15]([CH2:18][N:19]4[CH2:23][CH2:22][CH2:21][CH2:20]4)=[CH:14][CH:13]=3)(O)[CH2:8]2)[CH2:5][CH2:4][CH2:3][CH2:2]1.C(O)(C(F)(F)F)=O.C([SiH](CC)CC)C. No catalyst specified. The product is [N:1]1([CH2:6][CH:7]2[CH2:8][CH:9]([C:12]3[CH:13]=[CH:14][C:15]([CH2:18][N:19]4[CH2:23][CH2:22][CH2:21][CH2:20]4)=[CH:16][CH:17]=3)[CH2:10]2)[CH2:5][CH2:4][CH2:3][CH2:2]1. The yield is 0.180.